From a dataset of Acute oral toxicity (LD50) regression data from Zhu et al.. Regression/Classification. Given a drug SMILES string, predict its toxicity properties. Task type varies by dataset: regression for continuous values (e.g., LD50, hERG inhibition percentage) or binary classification for toxic/non-toxic outcomes (e.g., AMES mutagenicity, cardiotoxicity, hepatotoxicity). Dataset: ld50_zhu. (1) The molecule is O=C1OC(OC(=O)c2cccnc2Nc2cccc(C(F)(F)F)c2)c2ccccc21. The rat oral LD50 is 1.54, given as -log10 of the dose in mol/kg body weight (higher means more acutely toxic). (2) The drug is CC(C)(O)C=CC(=O)C(C)(O)C1C(O)CC2(C)C3CC=C4C(CC(O)C(=O)C4(C)C)C3(C)C(=O)CC12C. The rat oral LD50 is 4.80, given as -log10 of the dose in mol/kg body weight (higher means more acutely toxic). (3) The molecule is COP(=S)(OC)SCSc1ccccc1. The rat oral LD50 is 4.24, given as -log10 of the dose in mol/kg body weight (higher means more acutely toxic). (4) The compound is C1CN1P1(N2CC2)=NP(N2CC2)(N2CC2)=NP(N2CC2)(N2CC2)=N1. The rat oral LD50 is 3.60, given as -log10 of the dose in mol/kg body weight (higher means more acutely toxic). (5) The drug is CC(C)=NN=C(C)C. The rat oral LD50 is 2.42, given as -log10 of the dose in mol/kg body weight (higher means more acutely toxic).